Dataset: Forward reaction prediction with 1.9M reactions from USPTO patents (1976-2016). Task: Predict the product of the given reaction. Given the reactants C([Si](C)(C)[O:6][CH2:7][CH2:8][C@@:9]1([CH2:17][C:18]2[CH:31]=[C:30]([O:32][CH3:33])[C:29]3[C:20](=[C:21]([O:36][CH3:37])[C:22]4[C:27]([C:28]=3[O:34][CH3:35])=[CH:26][CH:25]=[CH:24][CH:23]=4)[C:19]=2[O:38][CH3:39])[C@H:13]([CH3:14])[O:12][C:11]([CH3:16])([CH3:15])[O:10]1)(C)(C)C.CCCC[N+](CCCC)(CCCC)CCCC.[F-], predict the reaction product. The product is: [CH3:15][C:11]1([CH3:16])[O:10][C@:9]([CH2:8][CH2:7][OH:6])([CH2:17][C:18]2[CH:31]=[C:30]([O:32][CH3:33])[C:29]3[C:20](=[C:21]([O:36][CH3:37])[C:22]4[C:27]([C:28]=3[O:34][CH3:35])=[CH:26][CH:25]=[CH:24][CH:23]=4)[C:19]=2[O:38][CH3:39])[C@H:13]([CH3:14])[O:12]1.